Predict the product of the given reaction. From a dataset of Forward reaction prediction with 1.9M reactions from USPTO patents (1976-2016). (1) Given the reactants C[O:2][C:3](=[O:16])[CH:4]([OH:15])[CH2:5][C:6]1[CH:11]=[C:10]([Br:12])[C:9]([OH:13])=[C:8]([Br:14])[CH:7]=1.C(=O)([O-])[O-].[K+].[K+].[Br:23][C:24]1[CH:25]=[C:26]([CH:29]=[CH:30][CH:31]=1)[CH2:27]Br, predict the reaction product. The product is: [Br:14][C:8]1[CH:7]=[C:6]([CH2:5][CH:4]([OH:15])[C:3]([OH:2])=[O:16])[CH:11]=[C:10]([Br:12])[C:9]=1[O:13][CH2:27][C:26]1[CH:29]=[CH:30][CH:31]=[C:24]([Br:23])[CH:25]=1. (2) Given the reactants [NH2:1][C:2]1[CH:7]=[CH:6][C:5]([N:8]([CH3:12])[C:9](=[O:11])[CH3:10])=[CH:4][CH:3]=1.Cl[C:14]1[CH:19]=[C:18]([O:20][C:21]2[CH:22]=[C:23]([CH3:34])[C:24]([CH3:33])=[N:25][C:26]=2[C:27]2[CH:32]=[CH:31][CH:30]=[CH:29][N:28]=2)[CH:17]=[CH:16][N:15]=1, predict the reaction product. The product is: [CH3:34][C:23]1[CH:22]=[C:21]([O:20][C:18]2[CH:17]=[CH:16][N:15]=[C:14]([NH:1][C:2]3[CH:3]=[CH:4][C:5]([N:8]([CH3:12])[C:9](=[O:11])[CH3:10])=[CH:6][CH:7]=3)[CH:19]=2)[C:26]([C:27]2[CH:32]=[CH:31][CH:30]=[CH:29][N:28]=2)=[N:25][C:24]=1[CH3:33]. (3) Given the reactants [F:1][C:2]1[CH:10]=[CH:9][C:8]([O:11][CH3:12])=[C:7]2[C:3]=1[CH2:4][CH2:5][C:6]2=[O:13].F[C:15]1C=CC(OC)=C2C=1CCC2=C.[N+]([O-])([O-])=O.[Tl+3].[N+]([O-])([O-])=O.[N+]([O-])([O-])=O, predict the reaction product. The product is: [F:1][C:2]1[CH:10]=[CH:9][C:8]([O:11][CH3:12])=[C:7]2[C:3]=1[CH2:4][CH2:5][C:6](=[O:13])[CH2:15]2.